This data is from Drug-target binding data from BindingDB using IC50 measurements. The task is: Regression. Given a target protein amino acid sequence and a drug SMILES string, predict the binding affinity score between them. We predict pIC50 (pIC50 = -log10(IC50 in M); higher means more potent). Dataset: bindingdb_ic50. (1) The target protein (Q92523) has sequence MAEAHQAVAFQFTVTPDGVDFRLSREALKHVYLSGINSWKKRLIRIKNGILRGVYPGSPTSWLVVIMATVGSSFCNVDISLGLVSCIQRCLPQGCGPYQTPQTRALLSMAIFSTGVWVTGIFFFRQTLKLLLCYHGWMFEMHGKTSNLTRIWAMCIRLLSSRHPMLYSFQTSLPKLPVPRVSATIQRYLESVRPLLDDEEYYRMELLAKEFQDKTAPRLQKYLVLKSWWASNYVSDWWEEYIYLRGRSPLMVNSNYYVMDLVLIKNTDVQAARLGNIIHAMIMYRRKLDREEIKPVMALGIVPMCSYQMERMFNTTRIPGKDTDVLQHLSDSRHVAVYHKGRFFKLWLYEGARLLKPQDLEMQFQRILDDPSPPQPGEEKLAALTAGGRVEWAQARQAFFSSGKNKAALEAIERAAFFVALDEESYSYDPEDEASLSLYGKALLHGNCYNRWFDKSFTLISFKNGQLGLNAEHAWADAPIIGHLWEFVLGTDSFHLGYTE.... The pIC50 is 5.2. The compound is O=C(O)c1ccc(NC(=O)c2cccc(NS(=O)(=O)c3ccc(Cl)c(Cl)c3)c2)cc1. (2) The drug is CN1C(=O)[C@H](CCCCN)NC(=O)[C@H](CCCN)NCc2ccccc2Sc2c(Cl)cc(-c3cccnc3)cc2CNC(=O)[C@@H]1Cc1c[nH]c2ccccc12. The target protein (A3M3H0) has sequence MNKVYKVIWNASIGAWVATSEIAKSKTKTKSKTLNLSAAVLSGVICFAPNAFAGTNTEGGIGQGTSISGTTSCREGSANTANQKDIAIGCGAQTQDRTGSNIANRNNPYNNSTGAYAGAMKQGGAISVGTGAVVEKGLGTAIGSYATTQGISGVAIGTGALSSGNTALAVGRQSAATADFSQAIGNVAAATGKGSLAIGHSATAEGYRSIAIGSPDIENADPVAGQAGAAYQPKMATKATGKDSIAFGGGAVATEENALAIGAFSESKGKKSVAIGTGAKAQKDNAVVIGDQAEASFEGGVAIGKGARSEAENSIALGKDSKASQATGESFLTKQSAPTGVLSIGDIGTERRIQNVADGAADSDAATVRQLKAARTHYVSINDNGQPGGNFENDGATGRNAIAVGVNASAAGREAMAIGGNAQAIGSGAIAMGSSSQTVGRGDVAIGRNASTQGAEGVNSNQSVAIGDQTKAIGDQSVAIGADVIAKGNSSVAIGGDDVD.... The pIC50 is 6.4. (3) The drug is O=c1cc2oc3cc(O)c(O)cc3c(-c3ccccc3)c-2cc1O. The target protein (P9WH09) has sequence MAGRSERLVITGAGGQLGSHLTAQAAREGRDMLALTSSQWDITDPAAAERIIRHGDVVINCAAYTDVDGAESNEAVAYAVNATGPQHLARACARVGARLIHVSTDYVFDGDFGGAEPRPYEPTDETAPQGVYARSKLAGEQAVLAAFPEAAVVRTAWVYTGGTGKDFVAVMRRLAAGHGRVDVVDDQTGSPTYVADLAEALLALADAGVRGRVLHAANEGVVSRFGQARAVFEECGADPQRVRPVSSAQFPRPAPRSSYSALSSRQWALAGLTPLRHWRSALATALAAPANSTSIDRRLPSTRD. The pIC50 is 6.0. (4) The small molecule is COc1cccc2c1C(=O)c1c(O)c3c(c(O)c1C2=O)C[C@@](O)(C(=O)CO)C[C@@H]3O[C@H]1C[C@H](N)[C@H](O)[C@H](C)O1. The target protein sequence is MIFPAAHRALRGLPRPGTRALTRAAMEVALRGVRKILCVAEKNDAAKGIADLLSGGRMRRREGLSRFNKIYEFDYHLCGQNVTMVMTSVSGHLLAHDFRMQFRKWQSCNPLVLFEAEIEKYCPENFVDIKKTLEREAQQCQALVIWTDCDREGENIGFEVIHVCKAVKPSLQVLRARFSEITTRAVRTACENLTEPDQRVSDAVDVRQELDLRIGAAFTRFQTLRLQKIFPEVLAEQLISYGSCQFPTLGFVVERFKAIQAFVPEVFHKIRVTHDHRDGVVEFSWKRHRLFNHTACLVLYQMCMEDPRAMVVEVRSKAKSKWRPQALDTVELEKLASRKLRINAKETMRIAEKLYTQGYISYPRTETNIFPKDLDLAALVEQQTPDPRWGAFARNILERGGPTPRNGNKSDQAHPPIHPTKYTDSLQGDEQRLYELIVRHFLACCSQDAQGQETTVEIDIAQERFVAHGLMILARNYLDVYPYDRWSDKTLPVYEQGTCF.... The pIC50 is 3.7. (5) The compound is Fc1ccc(C2Cc3[nH]nc(-c4nnn[nH]4)c3C2)cc1F. The target protein (Q9EP66) has sequence MSKSDHFLVINGKNCCVFRDENIAKVLPPVLGLEFVFGLLGNGLALWIFCFHLKSWKSSRIFLFNLAVADFLLIICLPFLTDNYVHNWDWRFGGIPCRVMLFMLAMNRQGSIIFLTVVAVDRYFRVVHPHHFLNKISNRTAAIISCFLWGLTIGLTVHLLYTNMMTKNGEAYLCSSFSICYNFRWHDAMFLLEFFLPLAIILFCSGRIIWSLRQRQMDRHAKIKRAINFIMVVAIVFIICFLPSVAVRIRIFWLLYKYNVRNCDIYSSVDLAFFTTLSFTYMNSMLDPVVYYFSSPSFPNFFSTCINRCLRKKTLGEPDNNRSTSVELTGDPSTTRSIPGALMADPSEPGSPPYLASTSR. The pIC50 is 6.3. (6) The drug is CC(/C=C/CCC(=O)N1CCCC1=O)=C\C1CCCCO1. The target protein (P26019) has sequence MSESPSEPRAKRQRVDKNGRFAAMERLRQLKGTKNKCKVEDQVDDVYDVVDEREYAKRAQEKYGDDWIEEDGTGYAEDLRDFFEDEDEYSDGEEDRKDSKKKKGVAPNSKKRPRENEKPVTGKASIKNLFSNAVPKKMDVKTSVKDDDILADILGEIKEEPAATSEKAEKVIAPAKISVTSRKFDAAAAKEYMNSFLNNIKVQEQERKKAEASSDNEMLERILKPKAAVPNTKVAFFSSPTIKKEPMPEKTPAKKATEDPFSDNEMDFSCLDDDENQFDVEKTQQTEKVSQTKTAAEKTSQSKVAEKSAPKKETTGSPKESESEDISRLLNNWESICQMDDDFEKSVLTTEQDSTISSDQQLRFWYWEAYEDPVKMPGEVFLFGRTADGKSVCLRVQNINRVLYLLPRQFLLDPISKEPTKQKVTVADIYKEFDSEVANQLKLEFFRSRKVTKSFAHHAIGIEVPQSCDYLEVHYDGKKPLPNLSADKKYNSIAHIFGAT.... The pIC50 is 3.7.